Dataset: Reaction yield outcomes from USPTO patents with 853,638 reactions. Task: Predict the reaction yield, written as a fraction of the theoretical maximum amount of product (1.0 means a 100% yield; for example, 0.34 means a 34% yield). (1) The reactants are Cl[C:2]1[N:7]=[CH:6][N:5]=[C:4]2[N:8]([C:11]3[CH:12]=[N:13][CH:14]=[CH:15][CH:16]=3)[N:9]=[CH:10][C:3]=12.O.[NH2:18][NH2:19]. The catalyst is C(O)C. The product is [NH:18]([C:2]1[N:7]=[CH:6][N:5]=[C:4]2[N:8]([C:11]3[CH:12]=[N:13][CH:14]=[CH:15][CH:16]=3)[N:9]=[CH:10][C:3]=12)[NH2:19]. The yield is 0.860. (2) The reactants are [CH:1]1([C:5]([C:7]2[CH:12]=[CH:11][CH:10]=[CH:9][CH:8]=2)=[O:6])[CH2:4][CH2:3][CH2:2]1. The catalyst is C1C=CC=CC=1.[Hg]. The product is [C:7]1([C:5]2([OH:6])[CH:3]3[CH2:2][CH:1]2[CH2:4]3)[CH:8]=[CH:9][CH:10]=[CH:11][CH:12]=1. The yield is 0.300. (3) The reactants are [O:1]1[C:5]2([CH2:10][CH2:9][C:8]([C:11]3[C:15](C=O)=[CH:14][N:13]([CH:18]4[CH2:23][CH2:22][CH2:21][CH2:20][O:19]4)[N:12]=3)=[CH:7][CH2:6]2)[O:4][CH2:3][CH2:2]1.[CH3:24][N:25]([CH2:33][CH2:34][NH:35][CH3:36])[C:26](=[O:32])[O:27][C:28]([CH3:31])([CH3:30])[CH3:29].[BH-](OC(C)=O)(OC(C)=O)O[C:39](C)=O.[Na+]. The catalyst is ClC(Cl)C. The product is [O:4]1[C:5]2([CH2:10][CH2:9][C:8]([C:11]3[C:15]([CH2:36][N:35]([CH3:39])[CH2:34][CH2:33][N:25]([CH3:24])[C:26](=[O:32])[O:27][C:28]([CH3:31])([CH3:30])[CH3:29])=[CH:14][N:13]([CH:18]4[CH2:23][CH2:22][CH2:21][CH2:20][O:19]4)[N:12]=3)=[CH:7][CH2:6]2)[O:1][CH2:2][CH2:3]1. The yield is 0.790. (4) The reactants are [F:1][C:2]1[CH:3]=[C:4]([CH:8]=[O:9])[CH:5]=[N:6][CH:7]=1.[BH4-].[Na+].[Cl-].[NH4+]. The catalyst is CO. The product is [F:1][C:2]1[CH:3]=[C:4]([CH2:8][OH:9])[CH:5]=[N:6][CH:7]=1. The yield is 0.850. (5) The reactants are Cl[C:2]1[C:3]2[N:4]([CH:10]=[CH:11][CH:12]=2)[N:5]=[CH:6][C:7]=1[C:8]#[N:9].Cl.[CH3:14][C@H:15]1[CH2:20][CH2:19][CH2:18][CH2:17][C@H:16]1[NH2:21].C(N(CC)CC)C.CN(C=[O:33])C. The catalyst is CCOC(C)=O. The product is [CH3:14][C@H:15]1[CH2:20][CH2:19][CH2:18][CH2:17][C@H:16]1[NH:21][C:2]1[C:3]2[N:4]([CH:10]=[CH:11][CH:12]=2)[N:5]=[CH:6][C:7]=1[C:8]([NH2:9])=[O:33]. The yield is 0.920.